This data is from Full USPTO retrosynthesis dataset with 1.9M reactions from patents (1976-2016). The task is: Predict the reactants needed to synthesize the given product. (1) Given the product [N+:16]([C:12]1[CH:11]=[C:10]([CH2:9][C:8](=[O:19])[CH2:7][C:20]#[N:21])[CH:15]=[CH:14][CH:13]=1)([O-:18])=[O:17], predict the reactants needed to synthesize it. The reactants are: C(OC(=O)[CH:7]([C:20]#[N:21])[C:8](=[O:19])[CH2:9][C:10]1[CH:15]=[CH:14][CH:13]=[C:12]([N+:16]([O-:18])=[O:17])[CH:11]=1)(C)(C)C.C(O)(C(F)(F)F)=O. (2) Given the product [C:14]([O:13][C:11]([N:8]1[CH2:7][CH2:6][C:5]([C:18]2[CH:23]=[CH:22][C:21]([Cl:24])=[CH:20][CH:19]=2)([CH2:3][OH:2])[CH2:10][CH2:9]1)=[O:12])([CH3:17])([CH3:15])[CH3:16], predict the reactants needed to synthesize it. The reactants are: C[O:2][C:3]([C:5]1([C:18]2[CH:23]=[CH:22][C:21]([Cl:24])=[CH:20][CH:19]=2)[CH2:10][CH2:9][N:8]([C:11]([O:13][C:14]([CH3:17])([CH3:16])[CH3:15])=[O:12])[CH2:7][CH2:6]1)=O.[H-].[Al+3].[Li+].[H-].[H-].[H-].O. (3) The reactants are: [CH:1]1([N:4]([CH2:12][C:13]2[CH:14]=[C:15](C=O)[CH:16]=[C:17]3[C:22]=2[N:21]=[CH:20][CH:19]=[CH:18]3)[C:5](=[O:11])[O:6][C:7]([CH3:10])([CH3:9])[CH3:8])[CH2:3][CH2:2]1.[CH3:25][O:26][C:27](=[O:48])[CH:28]=P(C1C=CC=CC=1)(C1C=CC=CC=1)C1C=CC=CC=1.Cl[CH2:50]Cl. Given the product [CH:1]1([N:4]([CH2:12][C:13]2[CH:14]=[C:15]([CH:50]=[CH:28][C:27]([O:26][CH3:25])=[O:48])[CH:16]=[C:17]3[C:22]=2[N:21]=[CH:20][CH:19]=[CH:18]3)[C:5]([O:6][C:7]([CH3:10])([CH3:8])[CH3:9])=[O:11])[CH2:3][CH2:2]1, predict the reactants needed to synthesize it. (4) Given the product [CH2:24]([O:26][C:27](=[O:33])/[CH:28]=[CH:29]/[C:30]([N:8]1[C:7]2[CH:10]=[CH:11][CH:12]=[C:13]([CH:14]([CH3:16])[CH3:15])[C:6]=2[O:5][CH:4]([CH:1]([CH3:3])[CH3:2])[CH2:9]1)=[O:31])[CH3:25], predict the reactants needed to synthesize it. The reactants are: [CH:1]([CH:4]1[CH2:9][NH:8][C:7]2[CH:10]=[CH:11][CH:12]=[C:13]([CH:14]([CH3:16])[CH3:15])[C:6]=2[O:5]1)([CH3:3])[CH3:2].C(N(CC)CC)C.[CH2:24]([O:26][C:27](=[O:33])/[CH:28]=[CH:29]/[C:30](Cl)=[O:31])[CH3:25].O.